Dataset: Forward reaction prediction with 1.9M reactions from USPTO patents (1976-2016). Task: Predict the product of the given reaction. (1) Given the reactants [C:1]1([S:7][C:8]2[N:13]=[CH:12][C:11]([CH:14]=O)=[CH:10][CH:9]=2)[CH:6]=[CH:5][CH:4]=[CH:3][CH:2]=1.[N+:16]([CH3:19])([O-:18])=[O:17].C([O-])(=O)C.[NH4+].[BH4-].[Na+].C(=O)([O-])O.[Na+], predict the reaction product. The product is: [N+:16]([CH2:19][CH2:14][C:11]1[CH:10]=[CH:9][C:8]([S:7][C:1]2[CH:6]=[CH:5][CH:4]=[CH:3][CH:2]=2)=[N:13][CH:12]=1)([O-:18])=[O:17]. (2) Given the reactants [CH2:1]([O:8][C:9]([N:11]1[CH2:16][CH2:15][CH:14]([C@H:17]2[CH2:19][C@H:18]2[CH2:20][CH2:21][O:22][C:23]2[C:28]([CH3:29])=[CH:27][C:26]([NH2:30])=[CH:25][N:24]=2)[CH2:13][CH2:12]1)=[O:10])[C:2]1[CH:7]=[CH:6][CH:5]=[CH:4][CH:3]=1.CCN(C(C)C)C(C)C.Cl[CH2:41][CH2:42][N:43]=[C:44]=[O:45].NC(N)=O.[H-].[Na+], predict the reaction product. The product is: [CH3:29][C:28]1[C:23]([O:22][CH2:21][CH2:20][C@@H:18]2[CH2:19][C@@H:17]2[CH:14]2[CH2:13][CH2:12][N:11]([C:9]([O:8][CH2:1][C:2]3[CH:7]=[CH:6][CH:5]=[CH:4][CH:3]=3)=[O:10])[CH2:16][CH2:15]2)=[N:24][CH:25]=[C:26]([N:30]2[CH2:41][CH2:42][NH:43][C:44]2=[O:45])[CH:27]=1. (3) Given the reactants [Br:1][C:2]1[C:3]([CH3:15])=[C:4]([C:8]([S:11]([CH3:14])(=[O:13])=[O:12])=[CH:9][CH:10]=1)[CH:5]=NO.Cl.C=[O:18].O, predict the reaction product. The product is: [Br:1][C:2]1[C:3]([CH3:15])=[C:4]([C:8]([S:11]([CH3:14])(=[O:13])=[O:12])=[CH:9][CH:10]=1)[CH:5]=[O:18].